From a dataset of Catalyst prediction with 721,799 reactions and 888 catalyst types from USPTO. Predict which catalyst facilitates the given reaction. (1) Reactant: [CH2:1]([NH:8][C@@H:9]([CH2:12][C:13]1[CH:18]=[CH:17][C:16]([N+:19]([O-:21])=[O:20])=[CH:15][CH:14]=1)[CH2:10][OH:11])[C:2]1[CH:7]=[CH:6][CH:5]=[CH:4][CH:3]=1.[O:22]([CH2:29][C@@H:30]1[CH2:32][O:31]1)[C:23]1[CH:28]=[CH:27][CH:26]=[CH:25][CH:24]=1. Product: [CH2:1]([N:8]([C@@H:9]([CH2:12][C:13]1[CH:14]=[CH:15][C:16]([N+:19]([O-:21])=[O:20])=[CH:17][CH:18]=1)[CH2:10][OH:11])[CH2:32][C@H:30]([OH:31])[CH2:29][O:22][C:23]1[CH:28]=[CH:27][CH:26]=[CH:25][CH:24]=1)[C:2]1[CH:3]=[CH:4][CH:5]=[CH:6][CH:7]=1. The catalyst class is: 8. (2) Product: [NH2:1][C:2]1[N:7]=[C:6]([N:8]2[C:16]3[C:11](=[CH:12][CH:13]=[C:14]([I:17])[CH:15]=3)[C:10]([C:18]([Cl:23])=[O:20])=[N:9]2)[CH:5]=[CH:4][N:3]=1. The catalyst class is: 2. Reactant: [NH2:1][C:2]1[N:7]=[C:6]([N:8]2[C:16]3[C:11](=[CH:12][CH:13]=[C:14]([I:17])[CH:15]=3)[C:10]([C:18]([OH:20])=O)=[N:9]2)[CH:5]=[CH:4][N:3]=1.S(Cl)([Cl:23])=O.CN(C=O)C. (3) Reactant: C[O:2][C:3]([C:5]1[C:13]2[N:12]=[C:11]([C:14]3[CH:19]=[CH:18][C:17]([F:20])=[CH:16][CH:15]=3)[NH:10][C:9]=2[C:8]([OH:21])=[CH:7][CH:6]=1)=[O:4].O[Li].O. The catalyst class is: 87. Product: [F:20][C:17]1[CH:16]=[CH:15][C:14]([C:11]2[NH:10][C:9]3[C:8]([OH:21])=[CH:7][CH:6]=[C:5]([C:3]([OH:4])=[O:2])[C:13]=3[N:12]=2)=[CH:19][CH:18]=1. (4) Product: [CH2:1]1[C:13]2[NH:12][C:11]3[C:6](=[CH:7][CH:8]=[CH:9][CH:10]=3)[C:5]=2[CH2:4][C@H:3]([CH2:14][NH:15][CH2:16][C@@H:17]2[O:31][C:21]3=[C:22]4[C:27](=[CH:28][CH:29]=[C:20]3[O:19][CH2:18]2)[N:26]=[C:25]([CH3:30])[CH:24]=[CH:23]4)[CH2:2]1. The catalyst class is: 28. Reactant: [CH2:1]1[C:13]2[NH:12][C:11]3[C:6](=[CH:7][CH:8]=[CH:9][CH:10]=3)[C:5]=2[CH2:4][C@@H:3]([CH2:14][NH:15][CH2:16][C@@H:17]2[O:31][C:21]3=[C:22]4[C:27](=[CH:28][CH:29]=[C:20]3[O:19][CH2:18]2)[N:26]=[C:25]([CH3:30])[CH:24]=[CH:23]4)[CH2:2]1.Cl. (5) Reactant: CC1(C)CCCC(C)(C)N1.[Li]CCCC.[CH3:16][O:17][C:18]1[CH:23]=[CH:22][N:21]=[CH:20][N:19]=1.[CH2:24]([Sn:28]([CH2:34][CH2:35][CH2:36][CH3:37])([CH2:30][CH2:31][CH2:32][CH3:33])Cl)[CH2:25][CH2:26][CH3:27]. Product: [CH3:16][O:17][C:18]1[C:23]([Sn:28]([CH2:30][CH2:31][CH2:32][CH3:33])([CH2:34][CH2:35][CH2:36][CH3:37])[CH2:24][CH2:25][CH2:26][CH3:27])=[CH:22][N:21]=[CH:20][N:19]=1. The catalyst class is: 28. (6) Reactant: [H-].[Na+].[C:3]1([CH:9]2[CH2:13][CH2:12][CH2:11][C:10]2=[O:14])[CH:8]=[CH:7][CH:6]=[CH:5][CH:4]=1.[CH3:15]I. Product: [CH3:15][C:9]1([C:3]2[CH:8]=[CH:7][CH:6]=[CH:5][CH:4]=2)[CH2:13][CH2:12][CH2:11][C:10]1=[O:14]. The catalyst class is: 57. (7) Reactant: [NH2:1][C:2]1[CH:7]=[CH:6][C:5]([C:8]2[CH2:9][C@H:10]3[C:16](=O)[N:15](COCC[Si](C)(C)C)[C:14]4[CH:26]=[C:27]([O:32][CH2:33][CH2:34][CH2:35][O:36][C:37]5[C:38]([O:68][CH3:69])=[CH:39][C:40]6[C:46](=[O:47])[N:45]7[CH:48]=[C:49]([C:51]8[CH:56]=[CH:55][C:54]([OH:57])=[CH:53][CH:52]=8)[CH2:50][C@H:44]7[C:43](=O)[N:42](COCC[Si](C)(C)C)[C:41]=6[CH:67]=5)[C:28]([O:30][CH3:31])=[CH:29][C:13]=4[C:12](=[O:70])[N:11]3[CH:71]=2)=[CH:4][CH:3]=1.C([BH-](CC)CC)C.[Li+]. Product: [NH2:1][C:2]1[CH:7]=[CH:6][C:5]([C:8]2[CH2:9][C@H:10]3[CH:16]=[N:15][C:14]4[CH:26]=[C:27]([O:32][CH2:33][CH2:34][CH2:35][O:36][C:37]5[C:38]([O:68][CH3:69])=[CH:39][C:40]6[C:46](=[O:47])[N:45]7[CH:48]=[C:49]([C:51]8[CH:52]=[CH:53][C:54]([OH:57])=[CH:55][CH:56]=8)[CH2:50][C@H:44]7[CH:43]=[N:42][C:41]=6[CH:67]=5)[C:28]([O:30][CH3:31])=[CH:29][C:13]=4[C:12](=[O:70])[N:11]3[CH:71]=2)=[CH:4][CH:3]=1. The catalyst class is: 217.